From a dataset of Peptide-MHC class I binding affinity with 185,985 pairs from IEDB/IMGT. Regression. Given a peptide amino acid sequence and an MHC pseudo amino acid sequence, predict their binding affinity value. This is MHC class I binding data. (1) The peptide sequence is RMRGAHTNDVK. The MHC is HLA-B57:01 with pseudo-sequence HLA-B57:01. The binding affinity (normalized) is 0. (2) The peptide sequence is LVDENQSWY. The MHC is HLA-B39:01 with pseudo-sequence HLA-B39:01. The binding affinity (normalized) is 0.0847. (3) The peptide sequence is KQDISLKRNA. The MHC is HLA-A02:01 with pseudo-sequence HLA-A02:01. The binding affinity (normalized) is 0.385. (4) The peptide sequence is GLGGDASAY. The MHC is HLA-A30:01 with pseudo-sequence HLA-A30:01. The binding affinity (normalized) is 0.0847.